Dataset: Full USPTO retrosynthesis dataset with 1.9M reactions from patents (1976-2016). Task: Predict the reactants needed to synthesize the given product. (1) Given the product [CH:1]1([CH2:4][CH2:5][NH:6][C:7]([C:9]2[N:10]=[N:11][C:12]([N:16]3[CH2:21][CH2:20][CH:19]([CH2:22][OH:23])[CH2:18][CH2:17]3)=[CH:13][CH:14]=2)=[O:8])[CH2:3][CH2:2]1, predict the reactants needed to synthesize it. The reactants are: [CH:1]1([CH2:4][CH2:5][NH:6][C:7]([C:9]2[N:10]=[N:11][C:12](Cl)=[CH:13][CH:14]=2)=[O:8])[CH2:3][CH2:2]1.[NH:16]1[CH2:21][CH2:20][CH:19]([CH2:22][OH:23])[CH2:18][CH2:17]1.N12CCCN=C1CCCCC2. (2) Given the product [CH3:19][N:20]([CH3:29])[C:21]([CH:23]1[CH2:24][CH2:25][N:26]([CH2:2][C:3]2[CH:8]=[CH:7][C:6]([CH2:9][CH2:10][N:11]3[CH:16]=[CH:15][C:14]([OH:17])=[CH:13][C:12]3=[O:18])=[CH:5][CH:4]=2)[CH2:27][CH2:28]1)=[O:22], predict the reactants needed to synthesize it. The reactants are: Br[CH2:2][C:3]1[CH:8]=[CH:7][C:6]([CH2:9][CH2:10][N:11]2[CH:16]=[CH:15][C:14]([OH:17])=[CH:13][C:12]2=[O:18])=[CH:5][CH:4]=1.[CH3:19][N:20]([CH3:29])[C:21]([CH:23]1[CH2:28][CH2:27][NH:26][CH2:25][CH2:24]1)=[O:22].C(N(CC)CC)C.